Dataset: Full USPTO retrosynthesis dataset with 1.9M reactions from patents (1976-2016). Task: Predict the reactants needed to synthesize the given product. (1) Given the product [CH:1]1([C:4]2[CH:5]=[C:6]([C:20]([OH:22])=[O:21])[C:7]3[C:12]([CH3:13])=[N:11][N:10]([CH:14]4[CH2:19][CH2:18][O:17][CH2:16][CH2:15]4)[C:8]=3[N:9]=2)[CH2:2][CH2:3]1, predict the reactants needed to synthesize it. The reactants are: [CH:1]1([C:4]2[CH:5]=[C:6]([C:20]([O:22]CC)=[O:21])[C:7]3[C:12]([CH3:13])=[N:11][N:10]([CH:14]4[CH2:19][CH2:18][O:17][CH2:16][CH2:15]4)[C:8]=3[N:9]=2)[CH2:3][CH2:2]1.[OH-].[Na+]. (2) Given the product [CH2:5]([C:2]1[CH:7]=[C:6]([CH:5]=[CH:4][N:3]=1)[C:8]([OH:10])=[O:9])[CH:6]([CH3:8])[CH3:7], predict the reactants needed to synthesize it. The reactants are: Cl[C:2]1[CH:7]=[C:6]([C:8]([OH:10])=[O:9])[CH:5]=[CH:4][N:3]=1.Cl.